The task is: Predict the reactants needed to synthesize the given product.. This data is from Full USPTO retrosynthesis dataset with 1.9M reactions from patents (1976-2016). (1) The reactants are: [CH:1]1([CH2:4][N:5]2[CH:10]=[CH:9][C:8](O)=[C:7]([C:12]#[N:13])[C:6]2=[O:14])[CH2:3][CH2:2]1.P(Br)(Br)([Br:17])=O. Given the product [Br:17][C:8]1[CH:9]=[CH:10][N:5]([CH2:4][CH:1]2[CH2:3][CH2:2]2)[C:6](=[O:14])[C:7]=1[C:12]#[N:13], predict the reactants needed to synthesize it. (2) Given the product [CH3:1][C:2]1[CH:7]=[CH:6][CH:5]=[C:4]([CH3:8])[C:3]=1[O:9][C:17]1[CH:22]=[CH:21][C:20]([N+:23]([O-:25])=[O:24])=[CH:19][C:18]=1[CH3:26], predict the reactants needed to synthesize it. The reactants are: [CH3:1][C:2]1[CH:7]=[CH:6][CH:5]=[C:4]([CH3:8])[C:3]=1[OH:9].C(=O)([O-])[O-].[K+].[K+].F[C:17]1[CH:22]=[CH:21][C:20]([N+:23]([O-:25])=[O:24])=[CH:19][C:18]=1[CH3:26].CN(C=O)C.